Predict the product of the given reaction. From a dataset of Forward reaction prediction with 1.9M reactions from USPTO patents (1976-2016). Given the reactants [CH2:1]([O:3][C:4]1[CH:17]=[CH:16][C:7](/[CH:8]=[C:9]2/[C:10](=[O:15])[NH:11][C:12](=[O:14])[S:13]/2)=[CH:6][CH:5]=1)[CH3:2].[N:18]1[CH:23]=[CH:22][CH:21]=[CH:20][C:19]=1[CH2:24]Cl.Cl.[I-].[Na+].C(=O)([O-])[O-].[K+].[K+].C(OC1C=CC(/C=C2/C(=O)N(CCC)C(=O)S/2)=CC=1)C, predict the reaction product. The product is: [CH2:1]([O:3][C:4]1[CH:17]=[CH:16][C:7](/[CH:8]=[C:9]2/[C:10](=[O:15])[N:11]([CH2:24][C:19]3[CH:20]=[CH:21][CH:22]=[CH:23][N:18]=3)[C:12](=[O:14])[S:13]/2)=[CH:6][CH:5]=1)[CH3:2].